From a dataset of Reaction yield outcomes from USPTO patents with 853,638 reactions. Predict the reaction yield, written as a fraction of the theoretical maximum amount of product (1.0 means a 100% yield; for example, 0.34 means a 34% yield). The reactants are I.[NH2:2][C:3]1[C:4]([C:11]([NH:13][C:14](=[NH:17])SC)=[O:12])=[N:5][C:6]([Cl:10])=[C:7]([NH2:9])[N:8]=1.[NH2:18][CH2:19][CH2:20][CH2:21][CH2:22][C:23]1[CH:39]=[CH:38][C:26]([O:27][CH2:28][C:29]([N:31]([CH2:35][CH2:36][OH:37])[CH2:32][CH2:33][OH:34])=[O:30])=[CH:25][CH:24]=1.C(N(CC)CC)C. The catalyst is C(O)C. The product is [NH2:2][C:3]1[C:4]([C:11]([N:13]=[C:14]([NH2:17])[NH:18][CH2:19][CH2:20][CH2:21][CH2:22][C:23]2[CH:39]=[CH:38][C:26]([O:27][CH2:28][C:29]([N:31]([CH2:35][CH2:36][OH:37])[CH2:32][CH2:33][OH:34])=[O:30])=[CH:25][CH:24]=2)=[O:12])=[N:5][C:6]([Cl:10])=[C:7]([NH2:9])[N:8]=1. The yield is 0.640.